From a dataset of Peptide-MHC class II binding affinity with 134,281 pairs from IEDB. Regression. Given a peptide amino acid sequence and an MHC pseudo amino acid sequence, predict their binding affinity value. This is MHC class II binding data. (1) The binding affinity (normalized) is 0. The MHC is HLA-DPA10201-DPB11401 with pseudo-sequence HLA-DPA10201-DPB11401. The peptide sequence is RGIEYIQHNGVVQES. (2) The peptide sequence is VRNCDLPVWLSWQVA. The MHC is DRB3_0301 with pseudo-sequence DRB3_0301. The binding affinity (normalized) is 0.492. (3) The peptide sequence is VWTNTPTKWDNSFLE. The MHC is DRB5_0101 with pseudo-sequence DRB5_0101. The binding affinity (normalized) is 0.0671. (4) The peptide sequence is ILGAAVNGKKSAHGS. The MHC is DRB1_0801 with pseudo-sequence DRB1_0801. The binding affinity (normalized) is 0.472. (5) The peptide sequence is SDFYALISERFINYA. The MHC is DRB1_0401 with pseudo-sequence DRB1_0401. The binding affinity (normalized) is 0.742. (6) The peptide sequence is IDLTKIDRCFQLRGNGV. The MHC is HLA-DPA10201-DPB10101 with pseudo-sequence HLA-DPA10201-DPB10101. The binding affinity (normalized) is 0.305. (7) The peptide sequence is RAQFPRQCATVEALR. The MHC is DRB1_0101 with pseudo-sequence DRB1_0101. The binding affinity (normalized) is 0.494.